Dataset: Catalyst prediction with 721,799 reactions and 888 catalyst types from USPTO. Task: Predict which catalyst facilitates the given reaction. Product: [NH2:25][CH2:24][C:23]1[C:14]([N:13]([CH2:12][CH:7]2[CH2:11][CH2:10][CH2:9][CH2:8]2)[CH2:26][CH3:27])=[N:15][C:16]2[CH2:17][CH2:18][CH2:19][CH2:20][C:21]=2[CH:22]=1. Reactant: [H-].[H-].[H-].[H-].[Li+].[Al+3].[CH:7]1([CH2:12][N:13]([CH2:26][CH3:27])[C:14]2[C:23]([C:24]#[N:25])=[CH:22][C:21]3[CH2:20][CH2:19][CH2:18][CH2:17][C:16]=3[N:15]=2)[CH2:11][CH2:10][CH2:9][CH2:8]1. The catalyst class is: 1.